Predict which catalyst facilitates the given reaction. From a dataset of Catalyst prediction with 721,799 reactions and 888 catalyst types from USPTO. (1) Reactant: [Cl:1][CH2:2][C:3](=[O:14])[C@@H:4]([O:6][Si:7]([C:10]([CH3:13])([CH3:12])[CH3:11])([CH3:9])[CH3:8])[CH3:5].[F:15][C:16]1[CH:21]=[C:20]([F:22])[CH:19]=[CH:18][C:17]=1[Mg]Br.[Cl-].[NH4+].O. Product: [Cl:1][CH2:2][C:3]([C:19]1[CH:18]=[CH:17][C:16]([F:15])=[CH:21][C:20]=1[F:22])([OH:14])[CH:4]([O:6][Si:7]([C:10]([CH3:13])([CH3:12])[CH3:11])([CH3:8])[CH3:9])[CH3:5]. The catalyst class is: 11. (2) Product: [Br:15][C:10]1[CH:9]=[CH:8][C:7]2[N:6]([C:25]3[C:26]4[C:21](=[CH:20][CH:19]=[CH:18][CH:17]=4)[CH:22]=[CH:23][CH:24]=3)[C:5]3[C:13]([C:12]=2[CH:11]=1)=[CH:14][C:2]([Br:1])=[CH:3][CH:4]=3. Reactant: [Br:1][C:2]1[CH:3]=[CH:4][C:5]2[NH:6][C:7]3[C:12]([C:13]=2[CH:14]=1)=[CH:11][C:10]([Br:15])=[CH:9][CH:8]=3.F[C:17]1[C:26]2[C:21](=[CH:22][CH:23]=[CH:24][CH:25]=2)[CH:20]=[CH:19][CH:18]=1.C(=O)([O-])[O-].[Cs+].[Cs+]. The catalyst class is: 16.